From a dataset of Reaction yield outcomes from USPTO patents with 853,638 reactions. Predict the reaction yield, written as a fraction of the theoretical maximum amount of product (1.0 means a 100% yield; for example, 0.34 means a 34% yield). (1) The reactants are CC1NC=C(C(F)(F)F)N=1.C(=O)([O-])[O-].[K+].[K+].Br[C:18]1[CH:19]=[CH:20][C:21]([N+:24]([O-:26])=[O:25])=[N:22][CH:23]=1.CC(=O)OCC.[Cl-].[Na+].O. The catalyst is CS(C)=O. The product is [N+:24]([C:21]1[CH:20]=[CH:19][CH:18]=[CH:23][N:22]=1)([O-:26])=[O:25]. The yield is 0.230. (2) The reactants are [N:1]1([CH2:7]/[CH:8]=[CH:9]/[C:10]([O:12]CC)=[O:11])[CH2:6][CH2:5][NH:4][CH2:3][CH2:2]1.[Cl:15][C:16]1[C:21]([I:22])=[CH:20][C:19]([NH:23][CH2:24][C:25](O)=[O:26])=[C:18]([O:28][CH3:29])[CH:17]=1.CN(C(ON1N=NC2C=CC=NC1=2)=[N+](C)C)C.F[P-](F)(F)(F)(F)F.CCN(C(C)C)C(C)C.[OH-].[Li+]. The catalyst is CN(C=O)C.C1COCC1.O. The product is [Cl:15][C:16]1[C:21]([I:22])=[CH:20][C:19]([NH:23][CH2:24][C:25]([N:4]2[CH2:3][CH2:2][N:1]([CH2:7]/[CH:8]=[CH:9]/[C:10]([OH:12])=[O:11])[CH2:6][CH2:5]2)=[O:26])=[C:18]([O:28][CH3:29])[CH:17]=1. The yield is 0.600. (3) The reactants are [O:1]([C:8]1[CH:13]=[CH:12][CH:11]=[CH:10][C:9]=1[N:14]=[C:15]=[O:16])[C:2]1[CH:7]=[CH:6][CH:5]=[CH:4][CH:3]=1.[NH2:17][C:18]1[CH:23]=[CH:22][CH:21]=[CH:20][N:19]=1. No catalyst specified. The product is [O:1]([C:8]1[CH:13]=[CH:12][CH:11]=[CH:10][C:9]=1[NH:14][C:15]([NH:17][C:18]1[CH:23]=[CH:22][CH:21]=[CH:20][N:19]=1)=[O:16])[C:2]1[CH:3]=[CH:4][CH:5]=[CH:6][CH:7]=1. The yield is 0.720. (4) The reactants are [NH2:1][C:2]1[CH:7]=[CH:6][C:5]([F:8])=[CH:4][C:3]=1[OH:9].Cl[CH2:11][C:12](Cl)=[O:13].C([O-])([O-])=O.[K+].[K+]. The catalyst is CCCCCCC.CCOC(C)=O. The product is [F:8][C:5]1[CH:6]=[CH:7][C:2]2[NH:1][C:12](=[O:13])[CH2:11][O:9][C:3]=2[CH:4]=1. The yield is 0.930. (5) The reactants are Cl.[Cl:2][C:3]1[CH:4]=[C:5]2[C:9](=[CH:10][CH:11]=1)[NH:8][CH:7]=[C:6]2[CH2:12][CH2:13][NH2:14].[C:15]1([C:21]2[S:22][CH:23]=[C:24]([C:26](Cl)=[O:27])[N:25]=2)[CH:20]=[CH:19][CH:18]=[CH:17][CH:16]=1.C(N(CC)CC)C.C(OCC)(=O)C. The catalyst is ClCCl. The product is [Cl:2][C:3]1[CH:4]=[C:5]2[C:9](=[CH:10][CH:11]=1)[NH:8][CH:7]=[C:6]2[CH2:12][CH2:13][NH:14][C:26]([C:24]1[N:25]=[C:21]([C:15]2[CH:16]=[CH:17][CH:18]=[CH:19][CH:20]=2)[S:22][CH:23]=1)=[O:27]. The yield is 0.660.